From a dataset of Full USPTO retrosynthesis dataset with 1.9M reactions from patents (1976-2016). Predict the reactants needed to synthesize the given product. Given the product [Cl:1][C:2]1[C:3]([F:35])=[C:4]([CH:32]=[CH:33][CH:34]=1)[CH2:5][NH:6][C:7]([C@@H:9]1[CH2:14][C@@H:13]2[C@@H:11]([CH2:12]2)[N:10]1[C:15](=[O:31])[CH2:16][N:17]1[C:25]2[C:20](=[CH:21][CH:22]=[C:23]([C:26]3[NH:38][N:37]=[N:36][N:27]=3)[CH:24]=2)[C:19]([C:28](=[O:30])[CH3:29])=[CH:18]1)=[O:8], predict the reactants needed to synthesize it. The reactants are: [Cl:1][C:2]1[C:3]([F:35])=[C:4]([CH:32]=[CH:33][CH:34]=1)[CH2:5][NH:6][C:7]([C@@H:9]1[CH2:14][C@@H:13]2[C@@H:11]([CH2:12]2)[N:10]1[C:15](=[O:31])[CH2:16][N:17]1[C:25]2[C:20](=[CH:21][CH:22]=[C:23]([C:26]#[N:27])[CH:24]=2)[C:19]([C:28](=[O:30])[CH3:29])=[CH:18]1)=[O:8].[N-:36]=[N+:37]=[N-:38].[Na+].